From a dataset of Full USPTO retrosynthesis dataset with 1.9M reactions from patents (1976-2016). Predict the reactants needed to synthesize the given product. (1) Given the product [Cl:5][C:6]1[CH:7]=[C:8]([CH:17]=[CH:18][CH:19]=1)[CH:9]=[C:10]1[NH:14][C:13](=[O:15])[C:12](=[N:1][OH:3])[C:11]1=[O:16], predict the reactants needed to synthesize it. The reactants are: [N:1]([O-:3])=O.[Na+].[Cl:5][C:6]1[CH:7]=[C:8]([CH:17]=[CH:18][CH:19]=1)[CH:9]=[C:10]1[NH:14][C:13](=[O:15])[CH:12]=[C:11]1[OH:16]. (2) Given the product [CH2:12]1[CH:11]=[CH:10][CH2:9][CH:8]([CH:5]2[CH2:4][CH:3]=[CH:2][CH2:7][CH2:6]2)[CH2:13]1, predict the reactants needed to synthesize it. The reactants are: O[CH:2]1[CH2:7][CH2:6][CH:5]([CH:8]2[CH2:13][CH2:12][CH:11](O)[CH2:10][CH2:9]2)[CH2:4][CH2:3]1. (3) Given the product [NH2:1][C:2]1[N:7]=[C:6]([CH2:30][C:29]2[C:28]([Cl:27])=[CH:35][CH:34]=[CH:33][C:32]=2[Cl:36])[N:5]=[C:4]([NH:10][C:11]2[CH:20]=[CH:19][C:14]([C:15]([O:17][CH3:18])=[O:16])=[CH:13][C:12]=2[O:21][CH3:22])[C:3]=1[C:23](=[O:25])[NH2:24], predict the reactants needed to synthesize it. The reactants are: [NH2:1][C:2]1[N:7]=[C:6](SC)[N:5]=[C:4]([NH:10][C:11]2[CH:20]=[CH:19][C:14]([C:15]([O:17][CH3:18])=[O:16])=[CH:13][C:12]=2[O:21][CH3:22])[C:3]=1[C:23](=[O:25])[NH2:24].[Br-].[Cl:27][C:28]1[CH:35]=[CH:34][CH:33]=[C:32]([Cl:36])[C:29]=1[CH2:30][Zn+]. (4) The reactants are: [CH2:1]1[N:6]([CH2:7][CH2:8][NH2:9])[CH2:5][CH2:4][O:3][CH2:2]1.C(Cl)CCl.ON1C2C=CC=CC=2N=N1.[C:24]([CH2:27][CH2:28][C:29]([O:31][CH:32]1[CH2:41][CH:40]([CH3:42])[CH2:39][C:38]2[N:37]=[N:36][C:35]([C:43]3[CH:48]=[CH:47][CH:46]=[C:45]([C:49]([F:52])([F:51])[F:50])[CH:44]=3)=[CH:34][C:33]1=2)=[O:30])(O)=[O:25]. Given the product [N:6]1([CH2:7][CH2:8][NH:9][C:27](=[C:24]=[O:25])[CH2:28][C:29]([O:31][CH:32]2[CH2:41][CH:40]([CH3:42])[CH2:39][C:38]3[N:37]=[N:36][C:35]([C:43]4[CH:48]=[CH:47][CH:46]=[C:45]([C:49]([F:50])([F:52])[F:51])[CH:44]=4)=[CH:34][C:33]2=3)=[O:30])[CH2:5][CH2:4][O:3][CH2:2][CH2:1]1, predict the reactants needed to synthesize it. (5) Given the product [OH:33][C:25]1[C:24](=[O:23])[N:9]([CH2:8][CH2:7][CH2:6][N:1]2[CH:5]=[CH:4][N:3]=[CH:2]2)[CH:19]([C:15]2[CH:14]=[C:13]3[C:18](=[CH:17][CH:16]=2)[NH:10][CH:11]=[CH:12]3)[C:26]=1[C:27]1[CH:32]=[CH:31][CH:30]=[CH:29][CH:28]=1, predict the reactants needed to synthesize it. The reactants are: [N:1]1([CH2:6][CH2:7][CH2:8][NH2:9])[CH:5]=[CH:4][N:3]=[CH:2]1.[NH:10]1[C:18]2[C:13](=[CH:14][C:15]([CH:19]=O)=[CH:16][CH:17]=2)[CH:12]=[CH:11]1.C([O:23][C:24](=O)[C:25](=[O:33])[CH2:26][C:27]1[CH:32]=[CH:31][CH:30]=[CH:29][CH:28]=1)C. (6) Given the product [CH2:1]([O:5][CH2:6][CH2:7][O:8][C:9]1[CH:14]=[CH:13][C:12]([C:15]2[C:16]([CH3:35])=[CH:17][C:18]3[N:25]([CH2:26][CH:27]([CH3:28])[CH3:29])[CH2:24][CH2:23][CH2:22][C:21]([C:30]([OH:32])=[O:31])=[CH:20][C:19]=3[CH:34]=2)=[CH:11][CH:10]=1)[CH2:2][CH2:3][CH3:4], predict the reactants needed to synthesize it. The reactants are: [CH2:1]([O:5][CH2:6][CH2:7][O:8][C:9]1[CH:14]=[CH:13][C:12]([C:15]2[C:16]([CH3:35])=[CH:17][C:18]3[N:25]([CH2:26][CH:27]([CH3:29])[CH3:28])[CH2:24][CH2:23][CH2:22][C:21]([C:30]([O:32]C)=[O:31])=[CH:20][C:19]=3[CH:34]=2)=[CH:11][CH:10]=1)[CH2:2][CH2:3][CH3:4].O1CCCC1.[OH-].[Na+].Cl. (7) The reactants are: [CH3:1][C:2]1[C:6]([CH3:7])=[C:5]([NH:8][C:9](=[O:16])OCC(Cl)(Cl)Cl)[O:4][N:3]=1.Cl.Cl.[F:19][C:20]1[CH:25]=[CH:24][CH:23]=[C:22]([F:26])[C:21]=1[C:27]1[CH:32]=[CH:31][N:30]=[C:29]([N:33]2[CH2:38][CH2:37][NH:36][CH2:35][CH2:34]2)[N:28]=1. Given the product [CH3:1][C:2]1[C:6]([CH3:7])=[C:5]([NH:8][C:9]([N:36]2[CH2:37][CH2:38][N:33]([C:29]3[N:28]=[C:27]([C:21]4[C:20]([F:19])=[CH:25][CH:24]=[CH:23][C:22]=4[F:26])[CH:32]=[CH:31][N:30]=3)[CH2:34][CH2:35]2)=[O:16])[O:4][N:3]=1, predict the reactants needed to synthesize it.